Dataset: Forward reaction prediction with 1.9M reactions from USPTO patents (1976-2016). Task: Predict the product of the given reaction. (1) Given the reactants [CH2:1]([O:4][CH:5]([CH2:14][O:15][CH2:16][C:17]#[CH:18])[CH2:6][N:7]1[C:11](=[O:12])[NH:10][NH:9][C:8]1=[O:13])[C:2]#[CH:3], predict the reaction product. The product is: [CH2:1]([O:4][CH:5]([CH2:14][O:15][CH2:16][C:17]#[CH:18])[CH2:6][N:7]1[C:8](=[O:13])[N:9]=[N:10][C:11]1=[O:12])[C:2]#[CH:3]. (2) Given the reactants C(OC([N:7]1[C@:11]2([C@@H:16]([F:17])[CH2:15][C@@H:14]3[C@H:12]2[C@H:13]3[C:18]([OH:20])=[O:19])[C:10](=[O:21])[O:9]C1)=O)C=C.[CH3:22][C:23]12[CH2:33][CH:27]3[CH2:28][C:29]([CH3:32])([CH2:31][C:25]([C:34]([O:36][CH:37](Cl)[CH3:38])=[O:35])([CH2:26]3)[CH2:24]1)[CH2:30]2, predict the reaction product. The product is: [NH2:7][C@@:11]1([C:10]([OH:9])=[O:21])[C@@H:16]([F:17])[CH2:15][C@@H:14]2[C@H:12]1[C@H:13]2[C:18]([O:20][CH2:38][CH2:37][O:36][C:34]([C:25]12[CH2:31][C:29]3([CH3:32])[CH2:28][CH:27]([CH2:33][C:23]([CH3:22])([CH2:30]3)[CH2:24]1)[CH2:26]2)=[O:35])=[O:19]. (3) Given the reactants FC(F)(F)C([O-])=O.[F:8][C:9]1[C:10]([C:25]([NH:27][CH3:28])=[O:26])=[CH:11][C:12]2[NH:16][C:15](=[O:17])[N:14]([CH:18]3[CH2:23][CH2:22][NH2+:21][CH2:20][CH2:19]3)[C:13]=2[CH:24]=1.Cl[CH2:30][C:31]([CH:33]1[CH2:38][CH2:37][CH2:36][CH2:35][CH2:34]1)=[O:32], predict the reaction product. The product is: [CH:33]1([C:31](=[O:32])[CH2:30][N:21]2[CH2:20][CH2:19][CH:18]([N:14]3[C:13]4[CH:24]=[C:9]([F:8])[C:10]([C:25]([NH:27][CH3:28])=[O:26])=[CH:11][C:12]=4[NH:16][C:15]3=[O:17])[CH2:23][CH2:22]2)[CH2:38][CH2:37][CH2:36][CH2:35][CH2:34]1. (4) Given the reactants [C:1]([O:5][C:6]([N:8]1[CH2:13][CH2:12][CH:11]([OH:14])[CH2:10][CH2:9]1)=[O:7])([CH3:4])([CH3:3])[CH3:2].[Br:15][CH2:16][CH2:17][CH2:18][CH2:19]Br.[H-].[Na+].[NH4+].[Cl-], predict the reaction product. The product is: [C:1]([O:5][C:6]([N:8]1[CH2:13][CH2:12][CH:11]([O:14][CH2:19][CH2:18][CH2:17][CH2:16][Br:15])[CH2:10][CH2:9]1)=[O:7])([CH3:4])([CH3:2])[CH3:3]. (5) Given the reactants C([N:8](CC1C=CC=CC=1)[C@@H:9]([CH3:19])[CH2:10][O:11][CH2:12][CH2:13][O:14][CH2:15][CH2:16][O:17][CH3:18])C1C=CC=CC=1.[H][H], predict the reaction product. The product is: [CH3:18][O:17][CH2:16][CH2:15][O:14][CH2:13][CH2:12][O:11][CH2:10][C@@H:9]([NH2:8])[CH3:19]. (6) Given the reactants [CH2:1]([O:8][C:9]([CH:11]([CH2:19][CH2:20][C@H:21]([NH:29][C:30]([O:32][C:33]([CH3:36])([CH3:35])[CH3:34])=[O:31])[C:22]([O:24][C:25]([CH3:28])([CH3:27])[CH3:26])=[O:23])[C:12]([O:14][C:15]([CH3:18])([CH3:17])[CH3:16])=[O:13])=[O:10])[C:2]1[CH:7]=[CH:6][CH:5]=[CH:4][CH:3]=1.[H-].[Na+].[CH2:39]([O:46][C:47]1[CH:48]=[CH:49][C:50]([CH2:53]Br)=[N:51][CH:52]=1)[C:40]1[CH:45]=[CH:44][CH:43]=[CH:42][CH:41]=1, predict the reaction product. The product is: [CH2:39]([O:46][C:47]1[CH:48]=[CH:49][C:50]([CH2:53][C:11]([C:12]([O:14][C:15]([CH3:18])([CH3:17])[CH3:16])=[O:13])([C:9]([O:8][CH2:1][C:2]2[CH:3]=[CH:4][CH:5]=[CH:6][CH:7]=2)=[O:10])[CH2:19][CH2:20][C@H:21]([NH:29][C:30]([O:32][C:33]([CH3:36])([CH3:35])[CH3:34])=[O:31])[C:22]([O:24][C:25]([CH3:26])([CH3:27])[CH3:28])=[O:23])=[N:51][CH:52]=1)[C:40]1[CH:41]=[CH:42][CH:43]=[CH:44][CH:45]=1. (7) The product is: [F:26][C:27]1[CH:34]=[CH:33][CH:32]=[C:31]([C:35]([F:36])([F:37])[F:38])[C:28]=1[CH2:29][N:19]1[CH:20]=[CH:21][C:17]([NH:16][C:14](=[O:15])[C:13]2[CH:22]=[CH:23][CH:24]=[CH:25][C:12]=2[CH3:11])=[N:18]1. Given the reactants C[Si]([N-][Si](C)(C)C)(C)C.[Li+].[CH3:11][C:12]1[CH:25]=[CH:24][CH:23]=[CH:22][C:13]=1[C:14]([NH:16][C:17]1[CH:21]=[CH:20][NH:19][N:18]=1)=[O:15].[F:26][C:27]1[CH:34]=[CH:33][CH:32]=[C:31]([C:35]([F:38])([F:37])[F:36])[C:28]=1[CH2:29]Br, predict the reaction product.